The task is: Regression. Given a peptide amino acid sequence and an MHC pseudo amino acid sequence, predict their binding affinity value. This is MHC class II binding data.. This data is from Peptide-MHC class II binding affinity with 134,281 pairs from IEDB. (1) The peptide sequence is EKKYFAPTQFEPLAA. The MHC is DRB1_0101 with pseudo-sequence DRB1_0101. The binding affinity (normalized) is 0.528. (2) The peptide sequence is QFLGQQQPFPPQQPYPQPQ. The MHC is HLA-DQA10501-DQB10201 with pseudo-sequence HLA-DQA10501-DQB10201. The binding affinity (normalized) is 0.127. (3) The peptide sequence is AFKVAATAANAAPSN. The MHC is DRB1_0901 with pseudo-sequence DRB1_0901. The binding affinity (normalized) is 0.776. (4) The MHC is DRB1_0101 with pseudo-sequence DRB1_0101. The binding affinity (normalized) is 0.340. The peptide sequence is IQVEHTRVSTKFKLR. (5) The peptide sequence is CKDIKLSDISLKLTS. The MHC is DRB3_0101 with pseudo-sequence DRB3_0101. The binding affinity (normalized) is 0.568. (6) The peptide sequence is RDGGQLRIPSLLHGG. The MHC is DRB1_0901 with pseudo-sequence DRB1_0901. The binding affinity (normalized) is 0.406. (7) The peptide sequence is LPIGTRSVETDKGPL. The MHC is DRB1_0901 with pseudo-sequence DRB1_0901. The binding affinity (normalized) is 0.369.